From a dataset of Full USPTO retrosynthesis dataset with 1.9M reactions from patents (1976-2016). Predict the reactants needed to synthesize the given product. Given the product [Br:1][C:2]1[C:3]([F:23])=[CH:4][C:5]2[N:9]([CH2:31][O:30][CH2:29][CH2:28][Si:27]([CH3:34])([CH3:33])[CH3:26])[C:8]([C@@H:10]3[CH2:14][CH2:13][CH2:12][N:11]3[C:15]([O:17][C:18]([CH3:19])([CH3:20])[CH3:21])=[O:16])=[N:7][C:6]=2[CH:22]=1, predict the reactants needed to synthesize it. The reactants are: [Br:1][C:2]1[C:3]([F:23])=[CH:4][C:5]2[N:9]=[C:8]([C@@H:10]3[CH2:14][CH2:13][CH2:12][N:11]3[C:15]([O:17][C:18]([CH3:21])([CH3:20])[CH3:19])=[O:16])[NH:7][C:6]=2[CH:22]=1.[H-].[Na+].[CH3:26][Si:27]([CH3:34])([CH3:33])[CH2:28][CH2:29][O:30][CH2:31]Cl.O.